From a dataset of Forward reaction prediction with 1.9M reactions from USPTO patents (1976-2016). Predict the product of the given reaction. (1) Given the reactants [C:1]1([S:7]([C:10]2[CH:15]=[CH:14][C:13]([NH:16][C:17]3[C:18]4[CH:26]=[C:25]([C:27]5[O:31][C:30](C=O)=[CH:29][CH:28]=5)[N:24]=[CH:23][C:19]=4[N:20]=[CH:21][N:22]=3)=[CH:12][CH:11]=2)(=[O:9])=[O:8])[CH:6]=[CH:5][CH:4]=[CH:3][CH:2]=1.[CH3:34][S:35][CH2:36][CH2:37][NH2:38].[Cl:39][CH2:40]Cl, predict the reaction product. The product is: [ClH:39].[ClH:39].[C:1]1([S:7]([C:10]2[CH:15]=[CH:14][C:13]([NH:16][C:17]3[C:18]4[CH:26]=[C:25]([C:27]5([CH2:40][NH:38][CH2:37][CH2:36][S:35][CH3:34])[CH2:28][CH:29]=[CH:30][O:31]5)[N:24]=[CH:23][C:19]=4[N:20]=[CH:21][N:22]=3)=[CH:12][CH:11]=2)(=[O:8])=[O:9])[CH:2]=[CH:3][CH:4]=[CH:5][CH:6]=1. (2) Given the reactants Cl.[Cl:2][C:3]1[CH:8]=[CH:7][CH:6]=[CH:5][C:4]=1[N:9]1[CH2:13][CH2:12][C@:11]2([CH2:18][CH2:17][CH2:16][N:15](C(OC(C)(C)C)=O)[CH2:14]2)[C:10]1=[O:26], predict the reaction product. The product is: [ClH:2].[Cl:2][C:3]1[CH:8]=[CH:7][CH:6]=[CH:5][C:4]=1[N:9]1[CH2:13][CH2:12][C@:11]2([CH2:18][CH2:17][CH2:16][NH:15][CH2:14]2)[C:10]1=[O:26]. (3) Given the reactants Cl[C:2]1[CH:7]=[CH:6][C:5]([O:8][CH3:9])=[CH:4][C:3]=1[N+:10]([O-:12])=[O:11].[CH3:13][C:14]1(C)[C:18](C)(C)OB(C(C)=C)O1.C(=O)([O-])[O-].[Na+].[Na+].O1CCOCC1.O, predict the reaction product. The product is: [CH3:9][O:8][C:5]1[CH:6]=[CH:7][C:2]([C:14]([CH3:18])=[CH2:13])=[C:3]([N+:10]([O-:12])=[O:11])[CH:4]=1. (4) Given the reactants [CH3:1][C:2]1[CH:7]=[CH:6][N:5]=[C:4]([C:8]2[N:12]([C:13]3[CH:14]=[N:15][CH:16]=[CH:17][CH:18]=3)[N:11]=[C:10]([C:19]([O:21]CC)=[O:20])[CH:9]=2)[CH:3]=1.[OH-].[Na+], predict the reaction product. The product is: [CH3:1][C:2]1[CH:7]=[CH:6][N:5]=[C:4]([C:8]2[N:12]([C:13]3[CH:14]=[N:15][CH:16]=[CH:17][CH:18]=3)[N:11]=[C:10]([C:19]([OH:21])=[O:20])[CH:9]=2)[CH:3]=1. (5) Given the reactants [C:1]([O:5][C:6]([N:8]1[CH2:12][CH2:11][C@@H:10]([N:13]2[C:17]3[N:18]=[CH:19][N:20]=[C:21]([NH2:22])[C:16]=3[C:15]([C:23]3[CH:28]=[CH:27][C:26]([O:29][C:30]4[CH:35]=[CH:34][CH:33]=[CH:32][CH:31]=4)=[CH:25][CH:24]=3)=[CH:14]2)[CH2:9]1)=[O:7])([CH3:4])([CH3:3])[CH3:2].C1C(=O)N([Cl:43])C(=O)C1, predict the reaction product. The product is: [NH2:22][C:21]1[C:16]2[C:15]([C:23]3[CH:24]=[CH:25][C:26]([O:29][C:30]4[CH:35]=[CH:34][CH:33]=[CH:32][CH:31]=4)=[CH:27][CH:28]=3)=[C:14]([Cl:43])[N:13]([C@@H:10]3[CH2:11][CH2:12][N:8]([C:6]([O:5][C:1]([CH3:4])([CH3:2])[CH3:3])=[O:7])[CH2:9]3)[C:17]=2[N:18]=[CH:19][N:20]=1. (6) The product is: [CH3:1][CH2:2][CH2:3][CH2:4][CH2:5][C:6]([O:8][CH2:9][C@H:10]1[O:15][C@H:14]([O:16][C@H:17]2[O:22][C@H:21]([CH2:23][OH:24])[C@@H:20]([OH:32])[C@H:19]([OH:40])[C@H:18]2[OH:48])[C@H:13]([OH:56])[C@@H:12]([OH:64])[C@@H:11]1[OH:72])=[O:7]. Given the reactants [CH3:1][CH2:2][CH2:3][CH2:4][CH2:5][C:6]([O:8][CH2:9][C@H:10]1[O:15][C@H:14]([O:16][C@H:17]2[O:22][C@H:21]([CH2:23][O:24]CC3C=CC=CC=3)[C@@H:20]([O:32]CC3C=CC=CC=3)[C@H:19]([O:40]CC3C=CC=CC=3)[C@H:18]2[O:48]CC2C=CC=CC=2)[C@H:13]([O:56]CC2C=CC=CC=2)[C@@H:12]([O:64]CC2C=CC=CC=2)[C@@H:11]1[O:72]CC1C=CC=CC=1)=[O:7].C(OCC)(=O)C.CO, predict the reaction product. (7) Given the reactants [CH2:1]([S:8][C:9]1[CH:16]=[CH:15][C:12]([CH:13]=O)=[CH:11][CH:10]=1)[C:2]1[CH:7]=[CH:6][CH:5]=[CH:4][CH:3]=1.[N+:17]([CH3:20])([O-:19])=[O:18].C([O-])(=O)C.[NH4+], predict the reaction product. The product is: [CH2:1]([S:8][C:9]1[CH:16]=[CH:15][C:12](/[CH:13]=[CH:20]/[N+:17]([O-:19])=[O:18])=[CH:11][CH:10]=1)[C:2]1[CH:7]=[CH:6][CH:5]=[CH:4][CH:3]=1.